From a dataset of Full USPTO retrosynthesis dataset with 1.9M reactions from patents (1976-2016). Predict the reactants needed to synthesize the given product. (1) Given the product [F:7][C:8]1[CH:13]=[C:12]([C:18]2[N:23]=[CH:22][N:21]=[C:20]([NH:24][CH:25]3[CH2:30][CH2:29][O:28][CH2:27][CH2:26]3)[CH:19]=2)[CH:11]=[CH:10][N:9]=1, predict the reactants needed to synthesize it. The reactants are: C(=O)([O-])[O-].[Na+].[Na+].[F:7][C:8]1[CH:13]=[C:12](B(O)O)[CH:11]=[CH:10][N:9]=1.Cl[C:18]1[N:23]=[CH:22][N:21]=[C:20]([NH:24][CH:25]2[CH2:30][CH2:29][O:28][CH2:27][CH2:26]2)[CH:19]=1.O1CCOCC1.O. (2) Given the product [O:1]=[C:2]1[C:7]2[C:6](=[C:11]([C:12]([OH:14])=[O:13])[CH:10]=[CH:9][CH:8]=2)[N:5]=[CH:4][NH:19]1, predict the reactants needed to synthesize it. The reactants are: [O:1]=[C:2]1[C:7]2[CH:8]=[CH:9][CH:10]=[C:11]([C:12]([OH:14])=[O:13])[C:6]=2[N:5]=[CH:4]O1.C([O-])(=O)C.[NH4+:19]. (3) Given the product [Cl:11][C:12]1[CH:13]=[C:14]([S:19]([NH:6][CH3:5])(=[O:21])=[O:20])[CH:15]=[CH:16][C:17]=1[Cl:18], predict the reactants needed to synthesize it. The reactants are: Cl.CN.C[CH2:5][N:6](CC)CC.[Cl:11][C:12]1[CH:13]=[C:14]([S:19](Cl)(=[O:21])=[O:20])[CH:15]=[CH:16][C:17]=1[Cl:18].Cl.